Dataset: HIV replication inhibition screening data with 41,000+ compounds from the AIDS Antiviral Screen. Task: Binary Classification. Given a drug SMILES string, predict its activity (active/inactive) in a high-throughput screening assay against a specified biological target. (1) The molecule is CCCCCCCC=[N+]1[N-]C(c2ccncc2)=[O+][Ni-2]12[O+]=C(c1ccncc1)[N-][N+]2=CCCCCCCC. The result is 0 (inactive). (2) The drug is COc1cccc2c1[OH+][Cu-5]13(O)([S+]=C(N)[N-][N+]1=C2)[n+]1ccccc1-c1cccc[n+]13. The result is 0 (inactive). (3) The drug is O=C(Nc1ccc([N+](=O)[O-])cc1[N+](=O)[O-])C(=O)C(C(=O)c1ccc2ccccc2c1)C1OC(=O)c2ccccc21. The result is 0 (inactive). (4) The drug is COc1ccc2cc3n(c2c1)CCc1cc(OC)c(OC)cc1-3. The result is 0 (inactive). (5) The compound is O=C1OCCN1c1ccccc1. The result is 0 (inactive). (6) The drug is COc1c(Cc2ccccc2O)c(O)c(Cc2cc(Cc3ccccc3O)ccc2O)c(O)c1C(=O)CCc1ccccc1. The result is 0 (inactive). (7) The molecule is O=C(CCC(CC(=O)c1ccc(Br)cc1)=NO)Nc1ccc(Cl)c(Cl)c1. The result is 0 (inactive). (8) The compound is Cc1cc(=O)n2nc(CCl)sc2n1. The result is 0 (inactive). (9) The compound is COc1ccc2c(c1)C1CCN(C)CC1OC2=O. The result is 0 (inactive). (10) The molecule is NC(=O)C1Cc2cc3c(cc21)OCO3. The result is 0 (inactive).